This data is from Catalyst prediction with 721,799 reactions and 888 catalyst types from USPTO. The task is: Predict which catalyst facilitates the given reaction. (1) Reactant: C([O:5][C:6](=[O:38])[CH2:7][CH:8]([NH:11][S:12]([C:15]1[CH:20]=[CH:19][C:18]([NH:21][C:22](=[O:24])[CH3:23])=[CH:17][C:16]=1[O:25][CH2:26][CH2:27][C:28]1[C:37]2[C:32](=[CH:33][CH:34]=[CH:35][CH:36]=2)[CH:31]=[CH:30][CH:29]=1)(=[O:14])=[O:13])[CH:9]=[O:10])(C)(C)C. Product: [C:22]([NH:21][C:18]1[CH:19]=[CH:20][C:15]([S:12]([NH:11][CH:8]([CH:9]=[O:10])[CH2:7][C:6]([OH:38])=[O:5])(=[O:13])=[O:14])=[C:16]([O:25][CH2:26][CH2:27][C:28]2[C:37]3[C:32](=[CH:33][CH:34]=[CH:35][CH:36]=3)[CH:31]=[CH:30][CH:29]=2)[CH:17]=1)(=[O:24])[CH3:23]. The catalyst class is: 557. (2) Reactant: C[Si](C)(C)[CH2:3][C:4]1[O:8][N:7]=[C:6]([CH3:9])[CH:5]=1.C([Li])CCC.[C:17]([O:21][C:22]([N:24]1[CH2:29][CH2:28][C:27](=O)[CH2:26][CH2:25]1)=[O:23])([CH3:20])([CH3:19])[CH3:18]. Product: [C:17]([O:21][C:22]([N:24]1[CH2:29][CH2:28][C:27](=[CH:3][C:4]2[O:8][N:7]=[C:6]([CH3:9])[CH:5]=2)[CH2:26][CH2:25]1)=[O:23])([CH3:20])([CH3:18])[CH3:19]. The catalyst class is: 1. (3) Reactant: [Br:1][C:2]1[CH:7]=[C:6]([S:8]([CH3:11])(=[O:10])=[O:9])[CH:5]=[CH:4][C:3]=1[OH:12].Cl[CH2:14][CH:15]1[CH2:17][CH2:16]1.C([O-])([O-])=O.[K+].[K+]. Product: [Br:1][C:2]1[CH:7]=[C:6]([S:8]([CH3:11])(=[O:9])=[O:10])[CH:5]=[CH:4][C:3]=1[O:12][CH2:14][CH:15]1[CH2:17][CH2:16]1. The catalyst class is: 21. (4) Reactant: C(O)C(N)(CO)C[OH:4].Cl.N[C:11]1[C:12]2[C:19]([F:20])=[CH:18][N:17]([C@@H:21]3[O:25][C@:24]([C:28]#[CH:29])([CH2:26][OH:27])[C@@H:23]([OH:30])[CH2:22]3)[C:13]=2[N:14]=[CH:15][N:16]=1.[C@@H]1(N2C3N=CN=C(N)C=3N=C2)O[C@H](CO)[C@@H](O)[C@H]1O.C(=O)(O)[O-].[NH4+]. Product: [C:28]([C@:24]1([CH2:26][OH:27])[O:25][C@@H:21]([N:17]2[C:13]3[N:14]=[CH:15][NH:16][C:11](=[O:4])[C:12]=3[C:19]([F:20])=[CH:18]2)[CH2:22][C@@H:23]1[OH:30])#[CH:29]. The catalyst class is: 47. (5) Product: [F:44][C:35]1[CH:36]=[C:37]([C:40]([F:41])([F:42])[F:43])[CH:38]=[CH:39][C:34]=1[C:33]([NH:32][CH2:31][CH2:30][N:28]1[CH:29]=[C:25]([C:23]([NH:22][C@H:8]([B:9]([OH:10])[OH:17])[CH2:7][C:1]2[CH:2]=[CH:3][CH:4]=[CH:5][CH:6]=2)=[O:24])[N:26]=[N:27]1)=[O:45]. The catalyst class is: 5. Reactant: [C:1]1([CH2:7][C@H:8]([NH:22][C:23]([C:25]2[N:26]=[N:27][N:28]([CH2:30][CH2:31][NH:32][C:33](=[O:45])[C:34]3[CH:39]=[CH:38][C:37]([C:40]([F:43])([F:42])[F:41])=[CH:36][C:35]=3[F:44])[CH:29]=2)=[O:24])[B:9]2[O:17][C@H]3[C@](C)([C@H]4C[C@@H](C3)C4(C)C)[O:10]2)[CH:6]=[CH:5][CH:4]=[CH:3][CH:2]=1.C(B(O)O)C(C)C.Cl.